This data is from Experimentally validated miRNA-target interactions with 360,000+ pairs, plus equal number of negative samples. The task is: Binary Classification. Given a miRNA mature sequence and a target amino acid sequence, predict their likelihood of interaction. The miRNA is hsa-miR-5586-3p with sequence CAGAGUGACAAGCUGGUUAAAG. The protein sequence of the target gene is MTKREAEELIEIEIDGTEKAECTEESIVEQTYTPAECVSQAIDINEPIGNLKKLLEPRLQCSLDAHEICLQDIQLDPDRSLFDQGVKTDGTVQLSVQVISYQGMEPKLNILEIVKTAETVEVVIDPDAHHAEAEAHLVEEAQVITLDGTKHITTISDETSEQVTRWAAALEGYRKEQERLGIPYDPIHWSTDQVLHWVVWVMKEFSMTDIDLTTLNISGRELCSLNQEDFFQRVPRGEILWSHLELLRKYVLASQEQQMNEIVTIDQPVQIIPASVPPATPTTIKVINSSAKAAKVQRSP.... Result: 0 (no interaction).